Predict the product of the given reaction. From a dataset of Forward reaction prediction with 1.9M reactions from USPTO patents (1976-2016). (1) Given the reactants [Cl:1][C:2]1[CH:7]=[CH:6][CH:5]=[C:4]([Cl:8])[C:3]=1[NH:9][NH:10][C:11]([O:13][C:14]([CH3:17])([CH3:16])[CH3:15])=[O:12].[CH3:18][O:19][C:20]1[CH:21]=[C:22]([CH:28]=[CH:29][C:30]=1[N+:31]([O-:33])=[O:32])[C:23]([N:25]=[C:26]=[O:27])=[O:24], predict the reaction product. The product is: [Cl:1][C:2]1[CH:7]=[CH:6][CH:5]=[C:4]([Cl:8])[C:3]=1[N:9]([C:26](=[O:27])[NH:25][C:23](=[O:24])[C:22]1[CH:28]=[CH:29][C:30]([N+:31]([O-:33])=[O:32])=[C:20]([O:19][CH3:18])[CH:21]=1)[NH:10][C:11]([O:13][C:14]([CH3:17])([CH3:16])[CH3:15])=[O:12]. (2) Given the reactants [CH2:1]([O:8][C:9]1[CH:27]=[CH:26][C:12]([O:13][C:14]2[C:22]3[CH2:21][CH2:20][CH2:19][C:18]=3[C:17](C=O)=[CH:16][C:15]=2[CH3:25])=[CH:11][C:10]=1[CH:28]([CH3:30])[CH3:29])[C:2]1[CH:7]=[CH:6][CH:5]=[CH:4][CH:3]=1.[C:31](=O)([O-:33])[OH:32].[Na+].ClC1C=CC=C(C(OO)=O)C=1, predict the reaction product. The product is: [CH:31]([O:33][C:17]1[CH:16]=[C:15]([CH3:25])[C:14]([O:13][C:12]2[CH:26]=[CH:27][C:9]([O:8][CH2:1][C:2]3[CH:7]=[CH:6][CH:5]=[CH:4][CH:3]=3)=[C:10]([CH:28]([CH3:29])[CH3:30])[CH:11]=2)=[C:22]2[C:18]=1[CH2:19][CH2:20][CH2:21]2)=[O:32].